From a dataset of Drug-target binding data from BindingDB using Ki measurements. Regression. Given a target protein amino acid sequence and a drug SMILES string, predict the binding affinity score between them. We predict pKi (pKi = -log10(Ki in M); higher means stronger inhibition). Dataset: bindingdb_ki. (1) The drug is CCOC(=O)[C@@H]1CSC(c2ccccc2)N1C(=O)c1cn(CCc2ccc(F)cc2)nn1. The target protein (O41156) has sequence MSAKLISVTKPVVEGVNTAEELIAYAARVSNPENQINNKTASGLLKYCIRHKHWSIFETAFMTLELKTSRGIAAQVLRHRSFHFQEFSQRYASVMETPPPHQARFQDHKNRQNSLDTVPEDDQTWWATEQEKLYAQSMELYNKALEKGIAKECARFILPLSTPTTIYMSGTIRDWIHYIELRTSNGTQREHIDLANACKEIFIKEFPSIAKALDWV. The pKi is 5.7. (2) The compound is CN(CC(=O)Nc1cc(F)cc(F)c1)C1(c2ccc(-c3cccc(C#N)c3)cc2)CCN(C2CCCC2)CC1. The target protein sequence is MSVGAMKKGVGRAVGLGGGSGCQATEEDPLPNCGACAPGQGGRRWRLPQPAWVEGSSARLWEQATGTGWMDLEASLLPTGPNASNTSDGPDNLTSAGSPPRTGSISYINIIMPSVFGTICLLGIIGNSTVIFAVVKKSKLHWCNNVPDIFIINLSVVDLLFLLGMPFMIHQLMGNGVWHFGETMCTLITAMDANSQFTSTYILTAMAIDRYLATVHPISSTKFRKPSVATLVICLLWALSFISITPVWLYARLIPFPGGAVGCGIRLPNPDTDLYWFTLYQFFLAFALPFVVITAAYVRILQRMTSSVAPASQRSIRLRTKRVTRTAIAICLVFFVCWAPYYVLQLTQLSISRPTLTFVYLYNAAISLGYANSCLNPFVYIVLCETFRKRLVLSVKPAAQGQLRAVSNAQTADEERTESKGT. The pKi is 8.2.